Binary Classification. Given a drug SMILES string, predict its activity (active/inactive) in a high-throughput screening assay against a specified biological target. From a dataset of HIV replication inhibition screening data with 41,000+ compounds from the AIDS Antiviral Screen. (1) The drug is CCOC(=O)C1=C(Nc2ccc(Br)cc2)OCC1=O. The result is 0 (inactive). (2) The molecule is COc1cc(N)c2nc(C(O)C(O)C(O)CO)cnc2c1. The result is 0 (inactive). (3) The molecule is C#Cc1cccc(N2C(=O)C3C4C=CC(C3C2=O)C2C(=O)N(c3cccc(C#C)c3)C(=O)C42)c1. The result is 0 (inactive).